From a dataset of Reaction yield outcomes from USPTO patents with 853,638 reactions. Predict the reaction yield, written as a fraction of the theoretical maximum amount of product (1.0 means a 100% yield; for example, 0.34 means a 34% yield). (1) The reactants are [H-].[Na+].F[C:4]1[CH:9]=[CH:8][C:7]([N+:10]([O-:12])=[O:11])=[CH:6][CH:5]=1.[F:13][C:14]1[CH:19]=[CH:18][CH:17]=[C:16]([F:20])[C:15]=1[OH:21]. The catalyst is CN(C)C=O.O. The product is [F:13][C:14]1[CH:19]=[CH:18][CH:17]=[C:16]([F:20])[C:15]=1[O:21][C:4]1[CH:9]=[CH:8][C:7]([N+:10]([O-:12])=[O:11])=[CH:6][CH:5]=1. The yield is 0.800. (2) The reactants are [NH2:1][C:2]1[CH:3]=[CH:4][C:5]([CH3:9])=[CH:6][C:7]=1[OH:8].Cl.CN(C)[CH2:13][CH2:14][CH2:15]N=C=NCC.[C:22](=[O:25])([O-])[O-].[Cs+].[Cs+].Cl[CH:29](Cl)C. No catalyst specified. The product is [CH:14]([CH:15]1[C:22](=[O:25])[NH:1][C:2]2[CH:3]=[CH:4][C:5]([CH3:9])=[CH:6][C:7]=2[O:8]1)([CH3:29])[CH3:13]. The yield is 0.650. (3) The reactants are [N:1]1[CH:2]=[CH:3][N:4]2[CH:9]=[CH:8][C:7]([CH2:10]O)=[N:6][C:5]=12.C1(P(C2C=CC=CC=2)C2C=CC=CC=2)C=CC=CC=1.C(Br)(Br)(Br)Br.[ClH:36]. The catalyst is ClCCl. The product is [ClH:36].[Cl:36][CH2:10][C:7]1[CH:8]=[CH:9][N:4]2[CH:3]=[CH:2][N:1]=[C:5]2[N:6]=1. The yield is 0.790. (4) The reactants are [Br:1][C:2]1[CH:8]=[CH:7][C:6]([C:9]([F:12])([F:11])[F:10])=[CH:5][C:3]=1[NH2:4].[CH3:13][S:14](Cl)(=[O:16])=[O:15]. The catalyst is N1C=CC=CC=1. The product is [Br:1][C:2]1[CH:8]=[CH:7][C:6]([C:9]([F:10])([F:11])[F:12])=[CH:5][C:3]=1[NH:4][S:14]([CH3:13])(=[O:16])=[O:15]. The yield is 0.520.